This data is from Peptide-MHC class I binding affinity with 185,985 pairs from IEDB/IMGT. The task is: Regression. Given a peptide amino acid sequence and an MHC pseudo amino acid sequence, predict their binding affinity value. This is MHC class I binding data. (1) The peptide sequence is QETWTRLVL. The MHC is HLA-B39:01 with pseudo-sequence HLA-B39:01. The binding affinity (normalized) is 0.567. (2) The MHC is HLA-A02:01 with pseudo-sequence HLA-A02:01. The binding affinity (normalized) is 0.213. The peptide sequence is FFNVEIPEF. (3) The peptide sequence is GMSLLEYGV. The MHC is HLA-A02:12 with pseudo-sequence HLA-A02:12. The binding affinity (normalized) is 0.936. (4) The peptide sequence is EVYEGVWKK. The MHC is HLA-A11:01 with pseudo-sequence HLA-A11:01. The binding affinity (normalized) is 0.599. (5) The MHC is Patr-A0301 with pseudo-sequence Patr-A0301. The binding affinity (normalized) is 0.0159. The peptide sequence is RTPSPRRRR. (6) The peptide sequence is MQKFTILEY. The MHC is HLA-A31:01 with pseudo-sequence HLA-A31:01. The binding affinity (normalized) is 0.523. (7) The peptide sequence is HTAAPWGSY. The MHC is HLA-A29:02 with pseudo-sequence HLA-A29:02. The binding affinity (normalized) is 1.00.